This data is from CYP1A2 inhibition data for predicting drug metabolism from PubChem BioAssay. The task is: Regression/Classification. Given a drug SMILES string, predict its absorption, distribution, metabolism, or excretion properties. Task type varies by dataset: regression for continuous measurements (e.g., permeability, clearance, half-life) or binary classification for categorical outcomes (e.g., BBB penetration, CYP inhibition). Dataset: cyp1a2_veith. (1) The drug is COc1cccc(Cn2c(=O)c(-c3cc(F)cc(F)c3)nc3cnc(N4CCNCC4)nc32)c1. The result is 0 (non-inhibitor). (2) The compound is CCCCOc1ncnc2c1[nH]c1ccc(OC)cc12. The result is 1 (inhibitor). (3) The compound is CC(C)c1ccccc1S(=O)c1ccccc1C(C)(C)O. The result is 0 (non-inhibitor). (4) The compound is CC(=O)C1=C(NC(=O)c2ccc(F)cc2)CC2C1C2(C)C. The result is 1 (inhibitor).